Dataset: Full USPTO retrosynthesis dataset with 1.9M reactions from patents (1976-2016). Task: Predict the reactants needed to synthesize the given product. Given the product [NH2:1][C:2]1[N:7]=[CH:6][C:5]([NH:8][C:9](=[O:25])[C:10]2[C:15]([F:16])=[CH:14][CH:13]=[C:12]([NH:17][S:18]([CH2:21][CH2:22][CH3:23])(=[O:20])=[O:19])[C:11]=2[F:24])=[CH:4][C:3]=1[C:31]1[CH:30]=[N:29][N:28]([CH3:27])[CH:32]=1, predict the reactants needed to synthesize it. The reactants are: [NH2:1][C:2]1[N:7]=[CH:6][C:5]([NH:8][C:9](=[O:25])[C:10]2[C:15]([F:16])=[CH:14][CH:13]=[C:12]([NH:17][S:18]([CH2:21][CH2:22][CH3:23])(=[O:20])=[O:19])[C:11]=2[F:24])=[CH:4][C:3]=1Br.[CH3:27][N:28]1[CH:32]=[C:31](B2OC(C)(C)C(C)(C)O2)[CH:30]=[N:29]1.